Predict which catalyst facilitates the given reaction. From a dataset of Catalyst prediction with 721,799 reactions and 888 catalyst types from USPTO. (1) Reactant: [Br:1][C:2]1[N:6]2[CH:7]=[CH:8][CH:9]=[CH:10][C:5]2=[N:4][C:3]=1[CH2:11][NH2:12].[N:13]1[C:22]2[C:21](=O)[CH2:20][CH2:19][CH2:18][C:17]=2[CH:16]=[CH:15][CH:14]=1.C(O[BH-](OC(=O)C)OC(=O)C)(=O)C.[Na+].C(O)(=O)C.C(=O)([O-])[O-].[Na+].[Na+]. Product: [Br:1][C:2]1[N:6]2[CH:7]=[CH:8][CH:9]=[CH:10][C:5]2=[N:4][C:3]=1[CH2:11][NH:12][CH:21]1[C:22]2[N:13]=[CH:14][CH:15]=[CH:16][C:17]=2[CH2:18][CH2:19][CH2:20]1. The catalyst class is: 417. (2) Reactant: F[C:2]1[CH:9]=[CH:8][C:5]([C:6]#[N:7])=[CH:4][CH:3]=1.[NH2:10][C:11](=[O:31])[C@@H:12]([NH:14][C:15]1[N:20]=[C:19]([N:21]2[CH2:26][CH2:25][CH:24]([OH:27])[CH2:23][CH2:22]2)[N:18]=[C:17]([C:28]([NH2:30])=[O:29])[CH:16]=1)[CH3:13].C([O-])([O-])=O.[Cs+].[Cs+]. Product: [NH2:10][C:11](=[O:31])[CH:12]([NH:14][C:15]1[N:20]=[C:19]([N:21]2[CH2:22][CH2:23][CH:24]([O:27][C:2]3[CH:9]=[CH:8][C:5]([C:6]#[N:7])=[CH:4][CH:3]=3)[CH2:25][CH2:26]2)[N:18]=[C:17]([C:28]([NH2:30])=[O:29])[CH:16]=1)[CH3:13]. The catalyst class is: 3. (3) Reactant: [CH2:1]([N:8]1[C:12]([CH:13]([S:20]([C:23]2[CH:28]=[CH:27][C:26]([Cl:29])=[CH:25][CH:24]=2)(=[O:22])=[O:21])[CH2:14][CH2:15][CH2:16][CH2:17][CH2:18]O)=[N:11][N:10]=[N:9]1)[C:2]1[CH:7]=[CH:6][CH:5]=[CH:4][CH:3]=1.C(C=P(CCCC)(CCCC)CCCC)#N. Product: [CH2:1]([N:8]1[C:12]([C:13]2([S:20]([C:23]3[CH:28]=[CH:27][C:26]([Cl:29])=[CH:25][CH:24]=3)(=[O:22])=[O:21])[CH2:18][CH2:17][CH2:16][CH2:15][CH2:14]2)=[N:11][N:10]=[N:9]1)[C:2]1[CH:7]=[CH:6][CH:5]=[CH:4][CH:3]=1. The catalyst class is: 11. (4) The catalyst class is: 6. Reactant: [OH:1][C:2]1[C:3]([CH3:23])=[C:4]2[C:9](=[C:10]([CH3:13])[C:11]=1[CH3:12])[O:8][C:7]([C:15]([N:17]1[CH2:22][CH2:21][CH2:20][CH2:19][CH2:18]1)=[O:16])([CH3:14])[CH2:6][CH2:5]2.CC([O:28]C)(C)C. Product: [OH:28][C:7]([CH3:14])([C:15](=[O:16])[N:17]1[CH2:22][CH2:21][CH2:20][CH2:19][CH2:18]1)[CH2:6][CH2:5][C:4]1[C:9](=[O:8])[C:10]([CH3:13])=[C:11]([CH3:12])[C:2](=[O:1])[C:3]=1[CH3:23]. (5) Reactant: [O:1]1[C:5]2([CH2:10][CH2:9][CH:8]([CH:11]([NH:14][C:15](=[O:18])[CH:16]=[CH2:17])C=C)[CH2:7][CH2:6]2)[O:4][CH2:3][CH2:2]1.N1CCC1. Product: [O:4]1[C:5]2([CH2:6][CH2:7][CH:8]([CH:11]3[NH:14][C:15](=[O:18])[CH:16]=[CH:17]3)[CH2:9][CH2:10]2)[O:1][CH2:2][CH2:3]1. The catalyst class is: 26. (6) Reactant: [NH2:1][C@H:2]([C:8]([O-:10])=[O:9])[CH2:3][CH2:4][CH2:5][CH2:6][NH2:7].[Mg+2:11].[NH2:12][C@H:13]([C:19]([O-:21])=[O:20])[CH2:14][CH2:15][CH2:16][CH2:17][NH2:18].[C:22]([OH:41])(=[O:40])[CH2:23][CH2:24][CH2:25][CH2:26][CH2:27][CH2:28][CH2:29]/[CH:30]=[CH:31]\[CH2:32][CH2:33][CH2:34][CH2:35][CH2:36][CH2:37][CH2:38][CH3:39]. Product: [C:22]([OH:41])(=[O:40])[CH2:23][CH2:24][CH2:25][CH2:26][CH2:27][CH2:28][CH2:29]/[CH:30]=[CH:31]\[CH2:32][CH2:33][CH2:34][CH2:35][CH2:36][CH2:37][CH2:38][CH3:39].[C:22]([OH:41])(=[O:40])[CH2:23][CH2:24][CH2:25][CH2:26][CH2:27][CH2:28][CH2:29]/[CH:30]=[CH:31]\[CH2:32][CH2:33][CH2:34][CH2:35][CH2:36][CH2:37][CH2:38][CH3:39].[NH2:1][C@H:2]([C:8]([O-:10])=[O:9])[CH2:3][CH2:4][CH2:5][CH2:6][NH2:7].[Mg+2:11].[NH2:12][C@H:13]([C:19]([O-:21])=[O:20])[CH2:14][CH2:15][CH2:16][CH2:17][NH2:18]. The catalyst class is: 125. (7) Reactant: [F:1][C:2]([F:19])([F:18])[O:3][C:4]1[CH:9]=[CH:8][C:7]([NH:10][CH:11]([CH2:16][CH3:17])[C:12]([O:14]C)=[O:13])=[CH:6][CH:5]=1.[OH-].[Na+]. Product: [F:1][C:2]([F:18])([F:19])[O:3][C:4]1[CH:5]=[CH:6][C:7]([NH:10][CH:11]([CH2:16][CH3:17])[C:12]([OH:14])=[O:13])=[CH:8][CH:9]=1. The catalyst class is: 7. (8) Reactant: [CH:1]1([N:4]2[C:13]3[C:8](=[CH:9][C:10]([F:20])=[C:11]([C:15]4([C:18]#[N:19])[CH2:17][CH2:16]4)[C:12]=3[CH3:14])[C:7](=[O:21])[NH:6][C:5]2=[O:22])[CH2:3][CH2:2]1.[OH:23]O.Cl. Product: [CH:1]1([N:4]2[C:13]3[C:8](=[CH:9][C:10]([F:20])=[C:11]([C:15]4([C:18]([NH2:19])=[O:23])[CH2:16][CH2:17]4)[C:12]=3[CH3:14])[C:7](=[O:21])[NH:6][C:5]2=[O:22])[CH2:3][CH2:2]1. The catalyst class is: 74. (9) Reactant: [CH2:1]([O:4][CH:5]([CH:9]1[CH2:18][CH2:17][C:12]2([O:16][CH2:15][CH2:14][O:13]2)[CH2:11][CH2:10]1)[CH2:6][CH:7]=[CH2:8])C=C.N1CCC1. Product: [O:4]1[CH2:1][CH:8]=[CH:7][CH2:6][CH:5]1[CH:9]1[CH2:10][CH2:11][C:12]2([O:13][CH2:14][CH2:15][O:16]2)[CH2:17][CH2:18]1. The catalyst class is: 2. (10) Reactant: [Cl:1][C:2]1[CH:10]=[C:6]([C:7]([OH:9])=[O:8])[C:5]([NH2:11])=[CH:4][CH:3]=1.[CH3:12]OS(OC)(=O)=O.C([O-])([O-])=O.[K+].[K+]. Product: [Cl:1][C:2]1[CH:10]=[C:6]([C:7]([O:9][CH3:12])=[O:8])[C:5]([NH2:11])=[CH:4][CH:3]=1. The catalyst class is: 21.